Dataset: NCI-60 drug combinations with 297,098 pairs across 59 cell lines. Task: Regression. Given two drug SMILES strings and cell line genomic features, predict the synergy score measuring deviation from expected non-interaction effect. Drug 1: CCN(CC)CCNC(=O)C1=C(NC(=C1C)C=C2C3=C(C=CC(=C3)F)NC2=O)C. Cell line: NCI-H460. Synergy scores: CSS=19.5, Synergy_ZIP=-1.17, Synergy_Bliss=1.09, Synergy_Loewe=5.45, Synergy_HSA=6.71. Drug 2: CS(=O)(=O)CCNCC1=CC=C(O1)C2=CC3=C(C=C2)N=CN=C3NC4=CC(=C(C=C4)OCC5=CC(=CC=C5)F)Cl.